This data is from Peptide-MHC class I binding affinity with 185,985 pairs from IEDB/IMGT. The task is: Regression. Given a peptide amino acid sequence and an MHC pseudo amino acid sequence, predict their binding affinity value. This is MHC class I binding data. (1) The peptide sequence is TTWEDVPYL. The MHC is HLA-A02:17 with pseudo-sequence HLA-A02:17. The binding affinity (normalized) is 0.479. (2) The peptide sequence is KRWIILGLNK. The MHC is HLA-B27:05 with pseudo-sequence HLA-B27:05. The binding affinity (normalized) is 0.888. (3) The peptide sequence is REVFYFGKF. The MHC is HLA-B08:02 with pseudo-sequence HLA-B08:02. The binding affinity (normalized) is 0.0847.